This data is from Reaction yield outcomes from USPTO patents with 853,638 reactions. The task is: Predict the reaction yield, written as a fraction of the theoretical maximum amount of product (1.0 means a 100% yield; for example, 0.34 means a 34% yield). (1) The reactants are [C:1]([O:5][C:6]([N:8]1[CH2:12][CH2:11][C@@H:10]([CH2:13][NH:14][C:15]([O:17][C:18]([CH3:21])([CH3:20])[CH3:19])=[O:16])[C@@H:9]1[CH2:22][C:23]#[CH:24])=[O:7])([CH3:4])([CH3:3])[CH3:2].[CH2:25]([O:27][C:28]([C:30]1[C:39](=[O:40])[C:38]2[C:33](=[C:34](OS(C(F)(F)F)(=O)=O)[C:35]([F:42])=[C:36]([F:41])[CH:37]=2)[N:32]([CH:51]2[CH2:53][CH2:52]2)[CH:31]=1)=[O:29])[CH3:26].C1(P(C2C=CC=CC=2)C2C=CC=CC=2)C=CC=CC=1.C(N(CC)C(C)C)(C)C. The catalyst is C(Cl)Cl.C(O)C.C1C=CC([P]([Pd]([P](C2C=CC=CC=2)(C2C=CC=CC=2)C2C=CC=CC=2)([P](C2C=CC=CC=2)(C2C=CC=CC=2)C2C=CC=CC=2)[P](C2C=CC=CC=2)(C2C=CC=CC=2)C2C=CC=CC=2)(C2C=CC=CC=2)C2C=CC=CC=2)=CC=1.[Cu]I.C(OCC)(=O)C.O1CCCC1. The product is [CH2:25]([O:27][C:28]([C:30]1[C:39](=[O:40])[C:38]2[C:33](=[C:34]([C:24]#[C:23][CH2:22][C@H:9]3[C@H:10]([CH2:13][NH:14][C:15]([O:17][C:18]([CH3:21])([CH3:20])[CH3:19])=[O:16])[CH2:11][CH2:12][N:8]3[C:6]([O:5][C:1]([CH3:3])([CH3:2])[CH3:4])=[O:7])[C:35]([F:42])=[C:36]([F:41])[CH:37]=2)[N:32]([CH:51]2[CH2:52][CH2:53]2)[CH:31]=1)=[O:29])[CH3:26]. The yield is 0.790. (2) The reactants are [N+:1]([C:4]1[CH:12]=[CH:11][CH:10]=[C:9]2[C:5]=1[CH:6]=[N:7][NH:8]2)([O-:3])=[O:2].[OH-].[K+].Br[CH2:16][C:17]1[CH:22]=[CH:21][CH:20]=[CH:19][CH:18]=1. The catalyst is CC(C)=O. The product is [CH2:16]([N:8]1[C:9]2[C:5](=[C:4]([N+:1]([O-:3])=[O:2])[CH:12]=[CH:11][CH:10]=2)[CH:6]=[N:7]1)[C:17]1[CH:22]=[CH:21][CH:20]=[CH:19][CH:18]=1. The yield is 0.330. (3) The reactants are [Br:1][C:2]1[C:3]([F:12])=[C:4]2[C:10]([NH2:11])=[CH:9][NH:8][C:5]2=[N:6][CH:7]=1.[F:13][C:14]1([F:20])[CH2:16][CH:15]1[C:17](O)=[O:18].C(N(CC)CC)C.C1N(P(Cl)(N2C(=O)OCC2)=O)C(=O)OC1.O[Li].O. The catalyst is C(Cl)Cl.O. The product is [Br:1][C:2]1[C:3]([F:12])=[C:4]2[C:10]([NH:11][C:17]([CH:15]3[CH2:16][C:14]3([F:20])[F:13])=[O:18])=[CH:9][NH:8][C:5]2=[N:6][CH:7]=1. The yield is 0.540. (4) The reactants are [OH:1][C:2]1[C:3]2[S:24][CH:23]=[CH:22][C:4]=2[N:5]([N:14]=CC2C=CC=CC=2)[C:6](=[O:13])[C:7]=1[C:8](OCC)=O.[NH2:25][C:26]1[CH:31]=[CH:30][CH:29]=[CH:28][C:27]=1[S:32]([NH2:35])(=[O:34])=[O:33].[OH-].[K+].Cl. The catalyst is C1(C)C=CC=CC=1. The product is [NH2:14][N:5]1[C:6](=[O:13])[C:7]([C:8]2[NH:25][C:26]3[CH:31]=[CH:30][CH:29]=[CH:28][C:27]=3[S:32](=[O:33])(=[O:34])[N:35]=2)=[C:2]([OH:1])[C:3]2[S:24][CH:23]=[CH:22][C:4]1=2. The yield is 0.980. (5) The catalyst is O. The reactants are [Br:1][CH2:2][CH2:3]Br.[Br:5][C:6]1[CH:11]=[CH:10][CH:9]=[C:8]([Br:12])[C:7]=1[OH:13].[OH-].[Na+]. The yield is 0.690. The product is [Br:5][C:6]1[CH:11]=[CH:10][CH:9]=[C:8]([Br:12])[C:7]=1[O:13][CH2:3][CH2:2][Br:1]. (6) The reactants are [S:1]1[CH2:5][C:4](=O)[NH:3][C:2]1=O.P(Br)(Br)([Br:10])=O.CN(C)[CH:15]=[O:16].[BrH:18]. The catalyst is C(Cl)Cl. The product is [Br:18][C:2]1[S:1][C:5]([CH:15]=[O:16])=[C:4]([Br:10])[N:3]=1. The yield is 0.309. (7) The reactants are [C:1](Cl)(=O)C(Cl)=O.[Cl:7][C:8]1[N:13]=[N:12][C:11]([C:14]([OH:16])=[O:15])=[CH:10][CH:9]=1.CO.C(=O)([O-])O.[Na+]. The catalyst is ClCCl.CN(C)C=O. The product is [CH3:1][O:15][C:14]([C:11]1[N:12]=[N:13][C:8]([Cl:7])=[CH:9][CH:10]=1)=[O:16]. The yield is 0.650. (8) The reactants are [Cl:1][C:2]1[CH:3]=[C:4](B(O)O)[CH:5]=[CH:6][C:7]=1[Cl:8].I[C:13]1[CH:18]=[CH:17][C:16]([NH:19][C:20]2[CH:28]=[CH:27][CH:26]=[CH:25][C:21]=2[C:22]([OH:24])=[O:23])=[CH:15][CH:14]=1.C([O-])([O-])=O.[K+].[K+].O. The catalyst is O1CCOCC1.CCOC(C)=O. The product is [Cl:1][C:2]1[CH:3]=[C:4]([C:13]2[CH:14]=[CH:15][C:16]([NH:19][C:20]3[CH:28]=[CH:27][CH:26]=[CH:25][C:21]=3[C:22]([OH:24])=[O:23])=[CH:17][CH:18]=2)[CH:5]=[CH:6][C:7]=1[Cl:8]. The yield is 0.760. (9) The reactants are [CH:1]1([S:4]([O:7][CH2:8][CH2:9][CH2:10][CH3:11])(=[O:6])=[O:5])[CH2:3][CH2:2]1.[CH2:12]1COCC1.CI. No catalyst specified. The product is [CH3:12][C:1]1([S:4]([O:7][CH2:8][CH2:9][CH2:10][CH3:11])(=[O:6])=[O:5])[CH2:3][CH2:2]1. The yield is 0.550.